From a dataset of Forward reaction prediction with 1.9M reactions from USPTO patents (1976-2016). Predict the product of the given reaction. Given the reactants [O:1]1[CH:5]=[CH:4][CH:3]=[CH:2]1.C([Li])CCC.O1C=CC=C1[Li].Br[CH2:18][CH2:19][CH2:20][CH2:21][CH2:22][CH2:23][CH2:24][CH2:25][O:26][Si](C)(C)C(C)(C)C.CCCC[N+](CCCC)(CCCC)CCCC.[F-], predict the reaction product. The product is: [O:1]1[CH:5]=[CH:4][CH:3]=[C:2]1[CH:25]([OH:26])[CH2:24][CH2:23][CH2:22][CH2:21][CH2:20][CH2:19][CH3:18].